Predict the reactants needed to synthesize the given product. From a dataset of Full USPTO retrosynthesis dataset with 1.9M reactions from patents (1976-2016). Given the product [N+:35]([C:32]1[CH:33]=[CH:34][C:29]([N:10]2[CH2:9][CH:8]=[C:7]([C:1]3[CH:6]=[CH:5][CH:4]=[CH:3][CH:2]=3)[CH2:12][CH2:11]2)=[CH:30][CH:31]=1)([O-:37])=[O:36], predict the reactants needed to synthesize it. The reactants are: [C:1]1([C:7]2[CH2:8][CH2:9][NH:10][CH2:11][CH:12]=2)[CH:6]=[CH:5][CH:4]=[CH:3][CH:2]=1.C(N(C(C)C)CC)(C)C.C([O-])([O-])=O.[K+].[K+].F[C:29]1[CH:34]=[CH:33][C:32]([N+:35]([O-:37])=[O:36])=[CH:31][CH:30]=1.C([O-])(O)=O.[Na+].